Task: Predict the reactants needed to synthesize the given product.. Dataset: Full USPTO retrosynthesis dataset with 1.9M reactions from patents (1976-2016) (1) Given the product [C:1]([O:4][CH2:5][CH2:6][C:7]1[CH:8]=[CH:9][C:10]([C:13]2[N:17]([C:18]3[CH:23]=[CH:22][C:21]([N:24]4[CH:31]=[CH:35][CH:34]=[CH:33]4)=[CH:20][CH:19]=3)[N:16]=[C:15]([C:25]([F:26])([F:28])[F:27])[CH:14]=2)=[CH:11][CH:12]=1)(=[O:3])[CH3:2], predict the reactants needed to synthesize it. The reactants are: [C:1]([O:4][CH2:5][CH2:6][C:7]1[CH:12]=[CH:11][C:10]([C:13]2[N:17]([C:18]3[CH:23]=[CH:22][C:21]([NH2:24])=[CH:20][CH:19]=3)[N:16]=[C:15]([C:25]([F:28])([F:27])[F:26])[CH:14]=2)=[CH:9][CH:8]=1)(=[O:3])[CH3:2].CO[CH:31]1[CH2:35][CH2:34][CH:33](OC)O1. (2) Given the product [Cl:1][C:2]1[C:7]([Cl:8])=[CH:6][C:5]([I:19])=[C:4]([O:9][CH3:10])[N:3]=1, predict the reactants needed to synthesize it. The reactants are: [Cl:1][C:2]1[C:7]([Cl:8])=[CH:6][CH:5]=[C:4]([O:9][CH3:10])[N:3]=1.C(Cl)Cl.S(=O)(=O)(O)O.[I:19]N1C(=O)CCC1=O. (3) Given the product [C:27]([O:31][C:32]([N:34]1[CH2:39][CH2:38][N:37]([C:40]2[CH:45]=[CH:44][C:43]([C:24]3[CH:19]=[N:26][CH:25]=[CH:22][CH:23]=3)=[CH:42][CH:41]=2)[CH2:36][CH2:35]1)=[O:33])([CH3:30])([CH3:29])[CH3:28], predict the reactants needed to synthesize it. The reactants are: CC1(CS(C2C=CC([C:19]3[CH:24]=[CH:23][C:22]([C:25]#[N:26])=CC=3)=CC=2)(=O)=O)C(=O)NC(=O)N1.[C:27]([O:31][C:32]([N:34]1[CH2:39][CH2:38][N:37]([C:40]2[CH:45]=[CH:44][C:43](I)=[CH:42][CH:41]=2)[CH2:36][CH2:35]1)=[O:33])([CH3:30])([CH3:29])[CH3:28].N1C=CC=C(B(O)O)C=1.C(=O)([O-])O.[Na+].[I-]. (4) Given the product [CH2:9]([C:11]1[CH2:12][C:13](=[O:14])[N:7]([C:1]2[CH:6]=[CH:5][CH:4]=[CH:3][CH:2]=2)[N:8]=1)[CH3:10], predict the reactants needed to synthesize it. The reactants are: [C:1]1([NH:7][NH2:8])[CH:6]=[CH:5][CH:4]=[CH:3][CH:2]=1.[CH2:9]([CH2:11][CH2:12][C:13](CC([O-])=O)=[O:14])[CH3:10]. (5) Given the product [F:1][C:2]1[CH:3]=[C:4]([Si:11]([CH3:13])([CH3:12])[CH3:14])[CH:5]=[CH:6][C:7]=1[NH2:8], predict the reactants needed to synthesize it. The reactants are: [F:1][C:2]1[CH:3]=[C:4]([Si:11]([CH3:14])([CH3:13])[CH3:12])[CH:5]=[CH:6][C:7]=1[N+:8]([O-])=O. (6) The reactants are: Br[C:2]1[CH:3]=[C:4]([O:11][CH2:12][CH3:13])[C:5]([OH:10])=[C:6]([CH:9]=1)[CH:7]=[O:8].[S:14]1[CH:18]=[CH:17][C:16](B(O)O)=[CH:15]1. Given the product [CH2:12]([O:11][C:4]1[C:5]([OH:10])=[C:6]([CH:9]=[C:2]([C:16]2[CH:17]=[CH:18][S:14][CH:15]=2)[CH:3]=1)[CH:7]=[O:8])[CH3:13], predict the reactants needed to synthesize it. (7) Given the product [F:34][C:31]1[CH:30]=[CH:29][C:28]([C:27]2[C:18]([N:12]3[CH2:11][CH2:10][CH:9]([C:6]4[CH:5]=[CH:4][C:3]([C:2]([F:1])([F:15])[F:16])=[CH:8][CH:7]=4)[CH2:14][CH2:13]3)=[N:19][C:20]3[C:25]([N:26]=2)=[CH:24][C:23]([C:35]([O:37][CH3:38])=[O:36])=[CH:22][CH:21]=3)=[CH:33][CH:32]=1, predict the reactants needed to synthesize it. The reactants are: [F:1][C:2]([F:16])([F:15])[C:3]1[CH:8]=[CH:7][C:6]([CH:9]2[CH2:14][CH2:13][NH:12][CH2:11][CH2:10]2)=[CH:5][CH:4]=1.Cl[C:18]1[C:27]([C:28]2[CH:33]=[CH:32][C:31]([F:34])=[CH:30][CH:29]=2)=[N:26][C:25]2[C:20](=[CH:21][CH:22]=[C:23]([C:35]([O:37][CH3:38])=[O:36])[CH:24]=2)[N:19]=1.CCN(C(C)C)C(C)C.